Dataset: Reaction yield outcomes from USPTO patents with 853,638 reactions. Task: Predict the reaction yield, written as a fraction of the theoretical maximum amount of product (1.0 means a 100% yield; for example, 0.34 means a 34% yield). (1) The catalyst is C(O)(=O)C.O. The yield is 0.797. The reactants are N[C:2]1[NH:10][C:9]2[N:8]=[CH:7][N:6]([CH2:11][C:12]3[CH:17]=[CH:16][CH:15]=[CH:14][CH:13]=3)[C:5]=2[C:4](=[O:18])[N:3]=1.N([O-])=[O:20].[Na+]. The product is [CH2:11]([N:6]1[C:5]2[C:4](=[O:18])[NH:3][C:2](=[O:20])[NH:10][C:9]=2[N:8]=[CH:7]1)[C:12]1[CH:17]=[CH:16][CH:15]=[CH:14][CH:13]=1. (2) The catalyst is O1CCOCC1.[Pd](Cl)Cl.C1(P(C2C=CC=CC=2)[C-]2C=CC=C2)C=CC=CC=1.[C-]1(P(C2C=CC=CC=2)C2C=CC=CC=2)C=CC=C1.[Fe+2]. The yield is 0.400. The reactants are FC(F)(F)S(O[C:7]1[CH:8]=[C:9]([C:14]2[CH:19]=[CH:18][C:17]([S:20]([CH2:23][CH3:24])(=[O:22])=[O:21])=[CH:16][C:15]=2[O:25][CH3:26])[C:10]([Cl:13])=[CH:11][CH:12]=1)(=O)=O.[B:29]1([B:29]2[O:33][C:32]([CH3:35])([CH3:34])[C:31]([CH3:37])([CH3:36])[O:30]2)[O:33][C:32]([CH3:35])([CH3:34])[C:31]([CH3:37])([CH3:36])[O:30]1.C([O-])(=O)C.[K+]. The product is [Cl:13][C:10]1[C:9]([C:14]2[CH:19]=[CH:18][C:17]([S:20]([CH2:23][CH3:24])(=[O:22])=[O:21])=[CH:16][C:15]=2[O:25][CH3:26])=[CH:8][C:7]([B:29]2[O:33][C:32]([CH3:35])([CH3:34])[C:31]([CH3:37])([CH3:36])[O:30]2)=[CH:12][CH:11]=1. (3) The reactants are [NH2:1][C:2]1[C:3]([C:19]#[N:20])=[C:4]([CH:16]=[CH:17][CH:18]=1)[O:5][CH2:6][C:7]([CH3:15])([CH3:14])[C:8]([NH:10][CH2:11][CH2:12][CH3:13])=[O:9].[C:21]([O:27][CH2:28][CH3:29])(=[O:26])[CH2:22][C:23]([CH3:25])=O.Cl[Sn](Cl)(Cl)Cl. The catalyst is C1(C)C=CC=CC=1. The product is [NH2:20][C:19]1[C:3]2[C:2](=[CH:18][CH:17]=[CH:16][C:4]=2[O:5][CH2:6][C:7]([CH3:15])([CH3:14])[C:8](=[O:9])[NH:10][CH2:11][CH2:12][CH3:13])[N:1]=[C:23]([CH3:25])[C:22]=1[C:21]([O:27][CH2:28][CH3:29])=[O:26]. The yield is 0.840.